From a dataset of Full USPTO retrosynthesis dataset with 1.9M reactions from patents (1976-2016). Predict the reactants needed to synthesize the given product. (1) Given the product [C:27]([O:30][CH2:31][C:32]1[O:1][N:2]=[C:3]([N:4]2[CH2:5][CH2:6][N:7]([C:10]([O:12][C:13]([CH3:14])([CH3:16])[CH3:15])=[O:11])[CH2:8][CH2:9]2)[N:17]=1)(=[O:29])[CH3:28], predict the reactants needed to synthesize it. The reactants are: [OH:1][NH:2][C:3](=[NH:17])[N:4]1[CH2:9][CH2:8][N:7]([C:10]([O:12][C:13]([CH3:16])([CH3:15])[CH3:14])=[O:11])[CH2:6][CH2:5]1.C(N(C(C)C)CC)(C)C.[C:27]([O:30][CH2:31][C:32](Cl)=O)(=[O:29])[CH3:28]. (2) Given the product [CH2:1]([C:18]1[CH:19]=[CH:20][C:21]([NH2:24])=[N:22][CH:23]=1)[C:2]1[CH:3]=[CH:4][CH:5]=[CH:6][CH:7]=1, predict the reactants needed to synthesize it. The reactants are: [CH2:1](B1C2CCCC1CCC2)[C:2]1[CH:7]=[CH:6][CH:5]=[CH:4][CH:3]=1.I[C:18]1[CH:19]=[CH:20][C:21]([NH2:24])=[N:22][CH:23]=1.P([O-])([O-])([O-])=O.[K+].[K+].[K+].CC(C1C=C(C(C)C)C(C2C=CC=CC=2P(C2CCCCC2)C2CCCCC2)=C(C(C)C)C=1)C. (3) Given the product [Cl:1][C:2]1[CH:3]=[C:4]([C:9]2[CH:13]=[C:12]([C:14]3[CH:15]=[N:16][C:17]4[C:22]([CH:23]=3)=[CH:21][CH:20]=[CH:19][CH:18]=4)[N:11]([C@H:24]([C:26]3[CH:36]=[CH:35][C:29]([C:30]([OH:32])=[O:31])=[CH:28][CH:27]=3)[CH3:25])[N:10]=2)[CH:5]=[C:6]([Cl:8])[CH:7]=1, predict the reactants needed to synthesize it. The reactants are: [Cl:1][C:2]1[CH:3]=[C:4]([C:9]2[CH:13]=[C:12]([C:14]3[CH:15]=[N:16][C:17]4[C:22]([CH:23]=3)=[CH:21][CH:20]=[CH:19][CH:18]=4)[N:11]([C@H:24]([C:26]3[CH:36]=[CH:35][C:29]([C:30]([O:32]CC)=[O:31])=[CH:28][CH:27]=3)[CH3:25])[N:10]=2)[CH:5]=[C:6]([Cl:8])[CH:7]=1.CO.[OH-].[Na+]. (4) Given the product [Cl:32][C:2]([Cl:31])([Cl:1])[CH2:3][O:4][C:5](=[O:30])[CH:6]([S:18]([CH2:21][CH2:22][C:23]1[CH:24]=[CH:25][C:26]([F:29])=[CH:27][CH:28]=1)(=[O:20])=[O:19])[CH2:7][C:8]1[CH:9]=[CH:10][C:11]([CH2:14][C:15]([O:17][CH2:68][C:67]2[CH:66]=[CH:65][C:64]([C:63]([F:62])([F:72])[F:73])=[CH:71][CH:70]=2)=[O:16])=[CH:12][CH:13]=1, predict the reactants needed to synthesize it. The reactants are: [Cl:1][C:2]([Cl:32])([Cl:31])[CH2:3][O:4][C:5](=[O:30])[CH:6]([S:18]([CH2:21][CH2:22][C:23]1[CH:28]=[CH:27][C:26]([F:29])=[CH:25][CH:24]=1)(=[O:20])=[O:19])[CH2:7][C:8]1[CH:13]=[CH:12][C:11]([CH2:14][C:15]([OH:17])=[O:16])=[CH:10][CH:9]=1.CN(C(ON1N=NC2C=CC=CC1=2)=[N+](C)C)C.[B-](F)(F)(F)F.CN1CCOCC1.[F:62][C:63]([F:73])([F:72])[C:64]1[CH:71]=[CH:70][C:67]([CH2:68]O)=[CH:66][CH:65]=1.